Task: Predict the product of the given reaction.. Dataset: Forward reaction prediction with 1.9M reactions from USPTO patents (1976-2016) Given the reactants [NH2:1][C:2]1[N:7]=[C:6]([C:8]2[S:12][C:11]3[CH:13]=[CH:14][C:15]([CH2:17][C:18]4[CH:19]=[C:20]([CH:24]=[CH:25][CH:26]=4)[C:21](O)=[O:22])=[CH:16][C:10]=3[C:9]=2[CH3:27])[CH:5]=[CH:4][N:3]=1.[N:28]1([CH2:34][CH2:35][O:36][C:37]2[CH:43]=[CH:42][C:40]([NH2:41])=[CH:39][CH:38]=2)[CH2:33][CH2:32][CH2:31][CH2:30][CH2:29]1.C(N(CC)CC)C.CN(C(ON1N=NC2C=CC=NC1=2)=[N+](C)C)C.F[P-](F)(F)(F)(F)F, predict the reaction product. The product is: [NH2:1][C:2]1[N:7]=[C:6]([C:8]2[S:12][C:11]3[CH:13]=[CH:14][C:15]([CH2:17][C:18]4[CH:19]=[C:20]([CH:24]=[CH:25][CH:26]=4)[C:21]([NH:41][C:40]4[CH:42]=[CH:43][C:37]([O:36][CH2:35][CH2:34][N:28]5[CH2:33][CH2:32][CH2:31][CH2:30][CH2:29]5)=[CH:38][CH:39]=4)=[O:22])=[CH:16][C:10]=3[C:9]=2[CH3:27])[CH:5]=[CH:4][N:3]=1.